This data is from Peptide-MHC class II binding affinity with 134,281 pairs from IEDB. The task is: Regression. Given a peptide amino acid sequence and an MHC pseudo amino acid sequence, predict their binding affinity value. This is MHC class II binding data. (1) The peptide sequence is GVLKNEFMSLAFDYW. The MHC is DRB1_1101 with pseudo-sequence DRB1_1101. The binding affinity (normalized) is 0.449. (2) The peptide sequence is RDGHEKPMNVQSLGW. The MHC is HLA-DQA10201-DQB10301 with pseudo-sequence HLA-DQA10201-DQB10301. The binding affinity (normalized) is 0.277. (3) The peptide sequence is ASNPNYLAILVKYVD. The MHC is DRB1_1501 with pseudo-sequence DRB1_1501. The binding affinity (normalized) is 0.761.